This data is from Reaction yield outcomes from USPTO patents with 853,638 reactions. The task is: Predict the reaction yield, written as a fraction of the theoretical maximum amount of product (1.0 means a 100% yield; for example, 0.34 means a 34% yield). (1) The reactants are Br[C:2]1[CH:7]=[CH:6][C:5]([NH:8][C:9]([CH3:13])([CH3:12])[CH2:10][CH3:11])=[C:4]([N+:14]([O-:16])=[O:15])[CH:3]=1.[NH2:17][C:18]1[N:23]=[CH:22][C:21](B2OC(C)(C)C(C)(C)O2)=[CH:20][N:19]=1.C([O-])([O-])=O.[K+].[K+]. The catalyst is CN(C=O)C.O.CCOC(C)=O.C1C=CC([P]([Pd]([P](C2C=CC=CC=2)(C2C=CC=CC=2)C2C=CC=CC=2)([P](C2C=CC=CC=2)(C2C=CC=CC=2)C2C=CC=CC=2)[P](C2C=CC=CC=2)(C2C=CC=CC=2)C2C=CC=CC=2)(C2C=CC=CC=2)C2C=CC=CC=2)=CC=1. The product is [CH3:12][C:9]([NH:8][C:5]1[CH:6]=[CH:7][C:2]([C:21]2[CH:20]=[N:19][C:18]([NH2:17])=[N:23][CH:22]=2)=[CH:3][C:4]=1[N+:14]([O-:16])=[O:15])([CH3:13])[CH2:10][CH3:11]. The yield is 0.820. (2) The reactants are [NH2:1][C:2]1[CH:3]=[N:4][N:5]([CH2:25][O:26][CH2:27][CH2:28][Si:29]([CH3:32])([CH3:31])[CH3:30])[C:6]=1[C:7]1[CH:8]=[C:9]([C@@H:13]([NH:17][C:18](=[O:24])[O:19][C:20]([CH3:23])([CH3:22])[CH3:21])[CH2:14][CH:15]=[CH2:16])[CH:10]=[CH:11][CH:12]=1.[CH3:33][C@H:34]([CH:38]=[CH2:39])[C:35](O)=[O:36].N1C=CC=CC=1.C(P1(=O)OP(CCC)(=O)OP(CCC)(=O)O1)CC. The catalyst is CCOC(C)=O. The product is [CH3:33][C@H:34]([CH:38]=[CH2:39])[C:35]([NH:1][C:2]1[CH:3]=[N:4][N:5]([CH2:25][O:26][CH2:27][CH2:28][Si:29]([CH3:31])([CH3:32])[CH3:30])[C:6]=1[C:7]1[CH:8]=[C:9]([C@@H:13]([NH:17][C:18](=[O:24])[O:19][C:20]([CH3:21])([CH3:22])[CH3:23])[CH2:14][CH:15]=[CH2:16])[CH:10]=[CH:11][CH:12]=1)=[O:36]. The yield is 0.760. (3) The reactants are [F:1][C:2]1[CH:3]=[CH:4][C:5]([N+:10]([O-:12])=[O:11])=[C:6]([CH:9]=1)[CH:7]=[O:8].[CH2:13]([OH:17])[CH2:14][CH2:15][CH3:16].O.[C:19]1(C)[CH:24]=CC(S(O)(=O)=O)=[CH:21][CH:20]=1. The catalyst is C1(C)C=CC=CC=1. The product is [CH2:24]([O:8][CH:7]([O:17][CH2:13][CH2:14][CH2:15][CH3:16])[C:6]1[CH:9]=[C:2]([F:1])[CH:3]=[CH:4][C:5]=1[N+:10]([O-:12])=[O:11])[CH2:19][CH2:20][CH3:21]. The yield is 0.950. (4) The yield is 0.960. The reactants are C([O:4][C@@H:5]1[C@H:9]([Br:10])[C@@H:8]([CH2:11][O:12]C(=O)C)[O:7][C@H:6]1[N:16]1[CH:23]=[CH:22][C:20](=[O:21])[NH:19][C:17]1=[O:18])(=O)C. The catalyst is N. The product is [Br:10][C@@H:9]1[C@@H:8]([CH2:11][OH:12])[O:7][C@@H:6]([N:16]2[CH:23]=[CH:22][C:20](=[O:21])[NH:19][C:17]2=[O:18])[C@@H:5]1[OH:4]. (5) The reactants are [Cl:1][C:2]1[CH:7]=[C:6]([Cl:8])[CH:5]=[CH:4][C:3]=1[C:9]1[N:10]=[C:11](/[CH:30]=[CH:31]/[C:32]2[CH:37]=[CH:36][C:35]([OH:38])=[CH:34][CH:33]=2)[N:12]([CH2:14][C:15]([NH:17][CH:18]([C:20]2[C:29]3[C:24](=[CH:25][CH:26]=[CH:27][CH:28]=3)[CH:23]=[CH:22][CH:21]=2)[CH3:19])=[O:16])[CH:13]=1.Br[CH2:40][C:41]([O:43]C)=[O:42]. No catalyst specified. The product is [Cl:1][C:2]1[CH:7]=[C:6]([Cl:8])[CH:5]=[CH:4][C:3]=1[C:9]1[N:10]=[C:11](/[CH:30]=[CH:31]/[C:32]2[CH:33]=[CH:34][C:35]([O:38][CH2:40][C:41]([OH:43])=[O:42])=[CH:36][CH:37]=2)[N:12]([CH2:14][C:15](=[O:16])[NH:17][CH:18]([C:20]2[C:29]3[C:24](=[CH:25][CH:26]=[CH:27][CH:28]=3)[CH:23]=[CH:22][CH:21]=2)[CH3:19])[CH:13]=1. The yield is 0.350.